Dataset: Peptide-MHC class I binding affinity with 185,985 pairs from IEDB/IMGT. Task: Regression. Given a peptide amino acid sequence and an MHC pseudo amino acid sequence, predict their binding affinity value. This is MHC class I binding data. (1) The peptide sequence is CNYSKFWYL. The MHC is H-2-Kb with pseudo-sequence H-2-Kb. The binding affinity (normalized) is 0.466. (2) The peptide sequence is WLKERLPGF. The MHC is HLA-B15:17 with pseudo-sequence HLA-B15:17. The binding affinity (normalized) is 0.0847.